From a dataset of Forward reaction prediction with 1.9M reactions from USPTO patents (1976-2016). Predict the product of the given reaction. (1) The product is: [CH2:1]([O:8][C:9]1[CH:24]=[C:23]([N:25]([CH2:31][C:32]2[CH:33]=[CH:34][C:35]([CH:38]3[CH2:43][CH2:42][CH2:41][CH2:40][CH2:39]3)=[CH:36][CH:37]=2)[C:26](=[O:30])[CH2:27][N:28]([CH3:29])[S:51]([C:47]2[CH:48]=[CH:49][CH:50]=[C:45]([CH3:44])[CH:46]=2)(=[O:53])=[O:52])[CH:22]=[CH:21][C:10]=1[C:11]([O:13][CH2:14][C:15]1[CH:20]=[CH:19][CH:18]=[CH:17][CH:16]=1)=[O:12])[C:2]1[CH:3]=[CH:4][CH:5]=[CH:6][CH:7]=1. Given the reactants [CH2:1]([O:8][C:9]1[CH:24]=[C:23]([N:25]([CH2:31][C:32]2[CH:37]=[CH:36][C:35]([CH:38]3[CH2:43][CH2:42][CH2:41][CH2:40][CH2:39]3)=[CH:34][CH:33]=2)[C:26](=[O:30])[CH2:27][NH:28][CH3:29])[CH:22]=[CH:21][C:10]=1[C:11]([O:13][CH2:14][C:15]1[CH:20]=[CH:19][CH:18]=[CH:17][CH:16]=1)=[O:12])[C:2]1[CH:7]=[CH:6][CH:5]=[CH:4][CH:3]=1.[CH3:44][C:45]1[CH:46]=[C:47]([S:51](Cl)(=[O:53])=[O:52])[CH:48]=[CH:49][CH:50]=1, predict the reaction product. (2) Given the reactants [NH2:1][C:2]1[N:7]=[C:6]([NH2:8])[C:5]([O:9][C:10]2[C:11]([CH:21]([CH3:23])[CH3:22])=[CH:12][C:13]([O:19][CH3:20])=[C:14]([CH:16]([OH:18])[CH3:17])[CH:15]=2)=[CH:4][N:3]=1.[CH3:24]CN(S(F)(F)F)CC.C([O-])(O)=O.[Na+], predict the reaction product. The product is: [CH:21]([C:11]1[CH:12]=[C:13]([O:19][CH3:20])[C:14]([CH:16]=[CH2:17])=[CH:15][C:10]=1[O:9][C:5]1[C:6]([NH2:8])=[N:7][C:2]([NH2:1])=[N:3][CH:4]=1)([CH3:23])[CH3:22].[CH:21]([C:11]1[CH:12]=[C:13]([O:19][CH3:20])[C:14]([CH:16]([O:18][CH3:24])[CH3:17])=[CH:15][C:10]=1[O:9][C:5]1[C:6]([NH2:8])=[N:7][C:2]([NH2:1])=[N:3][CH:4]=1)([CH3:23])[CH3:22]. (3) Given the reactants [NH:1]([C:11]1[CH:19]=[CH:18][CH:17]=[CH:16][C:12]=1[C:13]([OH:15])=O)[C:2]1[CH:10]=[CH:9][CH:8]=[CH:7][C:3]=1[C:4]([OH:6])=[O:5], predict the reaction product. The product is: [C:4]([C:3]1[C:2]2[NH:1][C:11]3[C:12](=[CH:16][CH:17]=[CH:18][CH:19]=3)[C:13](=[O:15])[C:10]=2[CH:9]=[CH:8][CH:7]=1)([OH:6])=[O:5]. (4) Given the reactants Cl[CH2:2][C:3]([OH:5])=[O:4].[F:6][C:7]1[CH:8]=[C:9]([SH:13])[CH:10]=[CH:11][CH:12]=1, predict the reaction product. The product is: [F:6][C:7]1[CH:8]=[C:9]([S:13][CH2:2][C:3]([OH:5])=[O:4])[CH:10]=[CH:11][CH:12]=1. (5) Given the reactants [F:1][C:2]1[CH:7]=[CH:6][CH:5]=[C:4]([F:8])[C:3]=1[C:9]1[CH:14]=[CH:13][C:12]([NH:15][C:16]([C:18]2[N:19]([CH3:28])[N:20]=[C:21]([C:24]([CH3:27])([CH3:26])[CH3:25])[C:22]=2[Cl:23])=O)=[C:11]([N+:29]([O-])=O)[CH:10]=1, predict the reaction product. The product is: [C:24]([C:21]1[C:22]([Cl:23])=[C:18]([C:16]2[NH:15][C:12]3[CH:13]=[CH:14][C:9]([C:3]4[C:2]([F:1])=[CH:7][CH:6]=[CH:5][C:4]=4[F:8])=[CH:10][C:11]=3[N:29]=2)[N:19]([CH3:28])[N:20]=1)([CH3:27])([CH3:26])[CH3:25]. (6) Given the reactants [OH:1][C:2]1[CH:7]=[CH:6][CH:5]=[CH:4][C:3]=1[C:8]1[N:17]=[C:16]([N:18]2[CH2:22][CH2:21][C@@H:20]([NH:23]C(=O)OC(C)(C)C)[CH2:19]2)[C:15]2[C:10](=[CH:11][C:12]([CH3:31])=[CH:13][CH:14]=2)[N:9]=1.C(O)(C(F)(F)F)=O, predict the reaction product. The product is: [NH2:23][C@@H:20]1[CH2:21][CH2:22][N:18]([C:16]2[C:15]3[C:10](=[CH:11][C:12]([CH3:31])=[CH:13][CH:14]=3)[N:9]=[C:8]([C:3]3[CH:4]=[CH:5][CH:6]=[CH:7][C:2]=3[OH:1])[N:17]=2)[CH2:19]1. (7) Given the reactants Cl.Cl[C:3]1[CH:21]=CC=C[C:4]=1C(OC1CNC1)C1C=CC=CC=1Cl.[N-]=C=O.[Cl:25][C:26]1[CH:51]=[CH:50][CH:49]=[CH:48][C:27]=1[CH:28]([O:36][CH:37]1[CH2:40][N:39]([C:41]([NH:43][C:44]([CH3:47])([CH3:46])C)=[O:42])[CH2:38]1)[C:29]1[CH:34]=[CH:33][CH:32]=[CH:31][C:30]=1[Cl:35], predict the reaction product. The product is: [Cl:25][C:26]1[CH:51]=[CH:50][CH:49]=[CH:48][C:27]=1[CH:28]([O:36][CH:37]1[CH2:38][N:39]([C:41]([NH:43][CH:44]2[CH2:46][CH2:21][CH2:3][CH2:4][CH2:47]2)=[O:42])[CH2:40]1)[C:29]1[CH:34]=[CH:33][CH:32]=[CH:31][C:30]=1[Cl:35]. (8) Given the reactants [CH3:1][O:2][C:3]1[CH:4]=[C:5]2[C:14]([NH2:15])=[N:13][C:12]([N:16]3[CH2:21][CH2:20][N:19]([C:22]([CH:24]4[O:28][CH2:27][CH2:26][CH2:25]4)=[O:23])[CH2:18][CH2:17]3)=[N:11][C:6]2=[CH:7][C:8]=1[O:9][CH3:10].C([OH:31])C.[ClH:32], predict the reaction product. The product is: [CH3:1][O:2][C:3]1[CH:4]=[C:5]2[C:14]([NH2:15])=[N:13][C:12]([N:16]3[CH2:17][CH2:18][N:19]([C:22]([CH:24]4[O:28][CH2:27][CH2:26][CH2:25]4)=[O:23])[CH2:20][CH2:21]3)=[N:11][C:6]2=[CH:7][C:8]=1[O:9][CH3:10].[OH2:31].[OH2:2].[ClH:32]. (9) Given the reactants [C:1]([O:5][C:6]([NH:8]/[C:9](=[CH:14]\[C:15]1[CH:20]=[CH:19][C:18]([C:21]([F:24])([F:23])[CH3:22])=[CH:17][CH:16]=1)/[C:10]([O:12][CH3:13])=[O:11])=[O:7])([CH3:4])([CH3:3])[CH3:2], predict the reaction product. The product is: [C:1]([O:5][C:6]([NH:8][C@@H:9]([CH2:14][C:15]1[CH:20]=[CH:19][C:18]([C:21]([F:23])([F:24])[CH3:22])=[CH:17][CH:16]=1)[C:10]([O:12][CH3:13])=[O:11])=[O:7])([CH3:4])([CH3:2])[CH3:3]. (10) Given the reactants [CH3:1][O:2][C:3]([C:5]1[C@@H:10]([C:11]2[CH:16]=[CH:15][C:14]([C:17]#[N:18])=[CH:13][C:12]=2[CH2:19][CH2:20][Br:21])[N:9]2[C:22](=[O:25])[NH:23][N:24]=[C:8]2[N:7]([C:26]2[CH:31]=[CH:30][CH:29]=[C:28]([C:32]([F:35])([F:34])[F:33])[CH:27]=2)[C:6]=1[CH3:36])=[O:4].[CH3:37][N:38]([CH3:40])[CH3:39], predict the reaction product. The product is: [Br-:21].[C:17]([C:14]1[CH:15]=[CH:16][C:11]([C@H:10]2[N:9]3[C:22](=[O:25])[NH:23][N:24]=[C:8]3[N:7]([C:26]3[CH:31]=[CH:30][CH:29]=[C:28]([C:32]([F:34])([F:33])[F:35])[CH:27]=3)[C:6]([CH3:36])=[C:5]2[C:3]([O:2][CH3:1])=[O:4])=[C:12]([CH2:19][CH2:20][N+:38]([CH3:40])([CH3:39])[CH3:37])[CH:13]=1)#[N:18].